From a dataset of Catalyst prediction with 721,799 reactions and 888 catalyst types from USPTO. Predict which catalyst facilitates the given reaction. (1) Reactant: [OH:1][C:2]1[CH:7]=[CH:6][N:5]=[C:4]([NH:8][C:9](=[O:13])[CH2:10][O:11][CH3:12])[CH:3]=1.C1CCN2C(=NCCC2)CC1.F[C:26]1[CH:31]=[CH:30][C:29]([N+:32]([O-:34])=[O:33])=[C:28]([C:35]([F:38])([F:37])[F:36])[CH:27]=1. Product: [CH3:12][O:11][CH2:10][C:9]([NH:8][C:4]1[CH:3]=[C:2]([O:1][C:26]2[CH:31]=[CH:30][C:29]([N+:32]([O-:34])=[O:33])=[C:28]([C:35]([F:36])([F:38])[F:37])[CH:27]=2)[CH:7]=[CH:6][N:5]=1)=[O:13]. The catalyst class is: 23. (2) Reactant: [Cl:1][C:2]1[CH:3]=[N:4][C:5]([N:23]2[CH2:27][CH2:26][CH:25]([O:28][C:29]3[CH:34]=[CH:33][C:32]([C:35]([F:38])([F:37])[F:36])=[CH:31][CH:30]=3)[CH2:24]2)=[C:6]([CH:22]=1)[C:7]([NH:9][C@H:10]([C:12]1[CH:21]=[CH:20][C:15]([C:16]([O:18]C)=[O:17])=[CH:14][CH:13]=1)[CH3:11])=[O:8].O. The catalyst class is: 12. Product: [Cl:1][C:2]1[CH:3]=[N:4][C:5]([N:23]2[CH2:27][CH2:26][CH:25]([O:28][C:29]3[CH:30]=[CH:31][C:32]([C:35]([F:36])([F:38])[F:37])=[CH:33][CH:34]=3)[CH2:24]2)=[C:6]([CH:22]=1)[C:7]([NH:9][C@H:10]([C:12]1[CH:21]=[CH:20][C:15]([C:16]([OH:18])=[O:17])=[CH:14][CH:13]=1)[CH3:11])=[O:8]. (3) Reactant: [Cl:1][C:2]([Cl:18])([Cl:17])[CH2:3][O:4][C:5]([N:7]1[CH2:16][CH2:15][C:14]2[C:9](=[CH:10][CH:11]=[CH:12][CH:13]=2)[CH2:8]1)=[O:6].[Cl:19][S:20](O)(=[O:22])=[O:21]. Product: [Cl:18][C:2]([Cl:1])([Cl:17])[CH2:3][O:4][C:5]([N:7]1[CH2:16][CH2:15][C:14]2[C:9](=[CH:10][C:11]([S:20]([Cl:19])(=[O:22])=[O:21])=[CH:12][CH:13]=2)[CH2:8]1)=[O:6]. The catalyst class is: 4.